From a dataset of Full USPTO retrosynthesis dataset with 1.9M reactions from patents (1976-2016). Predict the reactants needed to synthesize the given product. (1) Given the product [C:27]([CH:26]([S:24][CH:21]1[CH2:20][CH2:19][N:18]([C:1]([O:3][CH2:4][CH:5]2[C:6]3[CH:7]=[CH:8][CH:9]=[CH:10][C:11]=3[C:12]3[C:17]2=[CH:16][CH:15]=[CH:14][CH:13]=3)=[O:2])[CH2:23][CH2:22]1)[C:30](=[O:32])[CH3:31])(=[O:29])[CH3:28], predict the reactants needed to synthesize it. The reactants are: [C:1]([N:18]1[CH2:23][CH2:22][CH:21]([SH:24])[CH2:20][CH2:19]1)([O:3][CH2:4][CH:5]1[C:17]2[C:12](=[CH:13][CH:14]=[CH:15][CH:16]=2)[C:11]2[C:6]1=[CH:7][CH:8]=[CH:9][CH:10]=2)=[O:2].Cl[CH:26]([C:30](=[O:32])[CH3:31])[C:27](=[O:29])[CH3:28]. (2) Given the product [F:14][C:11]1[CH:12]=[CH:13][C:8]([C:5]2[CH:4]=[N:3][C:2]([N:15]3[CH2:20][CH2:19][NH:18][CH2:17][CH2:16]3)=[CH:7][N:6]=2)=[CH:9][CH:10]=1, predict the reactants needed to synthesize it. The reactants are: Cl[C:2]1[CH:7]=[N:6][C:5]([C:8]2[CH:13]=[CH:12][C:11]([F:14])=[CH:10][CH:9]=2)=[CH:4][N:3]=1.[NH:15]1[CH2:20][CH2:19][NH:18][CH2:17][CH2:16]1. (3) Given the product [Cl:4][CH:12]([S:9]([CH:6]([CH3:8])[CH3:7])(=[O:11])=[O:10])[C:13](=[O:15])[CH3:14], predict the reactants needed to synthesize it. The reactants are: S(Cl)([Cl:4])(=O)=O.[CH:6]([S:9]([CH2:12][C:13](=[O:15])[CH3:14])(=[O:11])=[O:10])([CH3:8])[CH3:7]. (4) Given the product [Cl:15][C:16]1[CH:26]=[CH:25][C:24]([Cl:27])=[C:18]2[C:17]=1[C:22](=[O:21])[N:1]([CH2:2][CH:3]([C:9]1([CH3:14])[O:10][CH2:11][CH2:12][O:13]1)[C:4]([O:6][CH2:7][CH3:8])=[O:5])[C:19]2=[O:20], predict the reactants needed to synthesize it. The reactants are: [NH2:1][CH2:2][CH:3]([C:9]1([CH3:14])[O:13][CH2:12][CH2:11][O:10]1)[C:4]([O:6][CH2:7][CH3:8])=[O:5].[Cl:15][C:16]1[CH:26]=[CH:25][C:24]([Cl:27])=[C:18]2[C:19]([O:21][C:22](=O)[C:17]=12)=[O:20].